From a dataset of Catalyst prediction with 721,799 reactions and 888 catalyst types from USPTO. Predict which catalyst facilitates the given reaction. (1) Reactant: [CH2:1]([C:4]1([S:7]([N:10]2[C:14]3=[CH:15][C:16]4[S:20][N:19]=[N:18][C:17]=4[C:21]([F:22])=[C:13]3[N:12]([C:23]3[CH:28]=[CH:27][C:26]([I:29])=[CH:25][C:24]=3[F:30])C2=O)(=[O:9])=[O:8])[CH2:6][CH2:5]1)[CH:2]=[CH2:3].C[Si](C)(C)[O-].[K+]. Product: [CH2:1]([C:4]1([S:7]([NH:10][C:14]2[C:13]([NH:12][C:23]3[CH:28]=[CH:27][C:26]([I:29])=[CH:25][C:24]=3[F:30])=[C:21]([F:22])[C:17]3[N:18]=[N:19][S:20][C:16]=3[CH:15]=2)(=[O:8])=[O:9])[CH2:5][CH2:6]1)[CH:2]=[CH2:3]. The catalyst class is: 1. (2) Reactant: [Cl:1][C:2]1[CH:3]=[CH:4][C:5]([N+:9]([O-:11])=[O:10])=[C:6]([CH:8]=1)[NH2:7].Cl.N([O-])=O.[Na+].S(=O)(=O)(O)[NH2:18].[OH-].[Na+].[CH2:24]([C:27]1[CH:32]=[C:31]([O:33][CH3:34])[C:30]([OH:35])=[C:29](CO)[CH:28]=1)[CH:25]=[CH2:26]. Product: [CH2:24]([C:27]1[CH:32]=[C:31]([O:33][CH3:34])[C:30]([OH:35])=[C:29]([N:18]=[N:7][C:6]2[CH:8]=[C:2]([Cl:1])[CH:3]=[CH:4][C:5]=2[N+:9]([O-:11])=[O:10])[CH:28]=1)[CH:25]=[CH2:26]. The catalyst class is: 97. (3) Reactant: [N:1]1[CH:6]=[CH:5][C:4]([C:7]2[CH:13]=[CH:12][C:10]([NH2:11])=[CH:9][CH:8]=2)=[CH:3][CH:2]=1.F[P-](F)(F)(F)(F)F.N1(OC(N(C)C)=[N+](C)C)C2N=CC=CC=2N=N1.ON1C2N=CC=CC=2N=N1.[N+:48]([C:51]1[CH:61]=[CH:60][CH:59]=[CH:58][C:52]=1[O:53][CH2:54][C:55](O)=[O:56])([O-])=O.C(N(CC)C(C)C)(C)C. Product: [NH2:48][C:51]1[CH:61]=[CH:60][CH:59]=[CH:58][C:52]=1[O:53][CH2:54][C:55]([NH:11][C:10]1[CH:12]=[CH:13][C:7]([C:4]2[CH:5]=[CH:6][N:1]=[CH:2][CH:3]=2)=[CH:8][CH:9]=1)=[O:56]. The catalyst class is: 35. (4) Reactant: [Br:1][C:2]1[CH:3]=[N:4][NH:5][CH:6]=1.Br[CH:8]([C:15]1[CH:20]=[CH:19][CH:18]=[CH:17][CH:16]=1)[C:9]1[CH:14]=[CH:13][CH:12]=[CH:11][CH:10]=1.C(N(CC)CC)C. Product: [CH:8]([N:4]1[CH:3]=[C:2]([Br:1])[CH:6]=[N:5]1)([C:9]1[CH:14]=[CH:13][CH:12]=[CH:11][CH:10]=1)[C:15]1[CH:20]=[CH:19][CH:18]=[CH:17][CH:16]=1. The catalyst class is: 7. (5) Reactant: [Br:1][C:2]1[CH:11]=[CH:10][CH:9]=[C:8]2[C:3]=1[N:4]=[C:5]([Cl:13])[C:6](Cl)=[N:7]2.[NH4+:14].[OH-]. Product: [Br:1][C:2]1[CH:11]=[CH:10][CH:9]=[C:8]2[C:3]=1[N:4]=[C:5]([Cl:13])[C:6]([NH2:14])=[N:7]2. The catalyst class is: 18. (6) Reactant: [NH2:1][C:2]1[C:10]([CH3:11])=[CH:9][CH:8]=[CH:7][C:3]=1[C:4]([OH:6])=O.Cl.[NH2:13][CH:14]1[CH2:19][CH2:18][C:17](=[O:20])[NH:16][C:15]1=[O:21].C(N(CC)CC)C.C(O)(=O)C. Product: [NH2:1][C:2]1[C:10]([CH3:11])=[CH:9][CH:8]=[CH:7][C:3]=1[C:4]([NH:13][CH:14]1[CH2:19][CH2:18][C:17](=[O:20])[NH:16][C:15]1=[O:21])=[O:6]. The catalyst class is: 47. (7) The catalyst class is: 8. Product: [C:31]([OH:38])(=[O:37])/[CH:32]=[CH:33]\[C:34]([OH:36])=[O:35].[CH3:1][O:2][C:3]1[CH:26]=[CH:25][C:6]([CH2:7][N:8]2[CH2:9][CH2:10][CH:11](/[CH:14]=[C:15]3/[C:16]([NH:21][CH2:22][C:23]#[CH:24])=[N:17][C:18](=[O:20])[S:19]/3)[CH2:12][CH2:13]2)=[C:5]([C:27]([F:30])([F:29])[F:28])[CH:4]=1. Reactant: [CH3:1][O:2][C:3]1[CH:26]=[CH:25][C:6]([CH2:7][N:8]2[CH2:13][CH2:12][CH:11](/[CH:14]=[C:15]3/[C:16]([NH:21][CH2:22][C:23]#[CH:24])=[N:17][C:18](=[O:20])[S:19]/3)[CH2:10][CH2:9]2)=[C:5]([C:27]([F:30])([F:29])[F:28])[CH:4]=1.[C:31]([OH:38])(=[O:37])/[CH:32]=[CH:33]\[C:34]([OH:36])=[O:35]. (8) Reactant: [Cl:1][C:2]1[CH:7]=[C:6]([C:8]2[O:9][C:10]([C:13]3[N:14]=[C:15]4[C:20]([Cl:21])=[CH:19][C:18]([C:22]([F:25])([F:24])[F:23])=[CH:17][N:16]4[CH:26]=3)=[N:11][N:12]=2)[C:5]([Cl:27])=[CH:4][C:3]=1[OH:28].CC1C=CC(S(O[CH2:40][CH:41]2[CH2:45][O:44][C:43](=[O:46])[NH:42]2)(=O)=O)=CC=1.C([O-])([O-])=O.[K+].[K+]. Product: [Cl:1][C:2]1[CH:7]=[C:6]([C:8]2[O:9][C:10]([C:13]3[N:14]=[C:15]4[C:20]([Cl:21])=[CH:19][C:18]([C:22]([F:23])([F:25])[F:24])=[CH:17][N:16]4[CH:26]=3)=[N:11][N:12]=2)[C:5]([Cl:27])=[CH:4][C:3]=1[O:28][CH2:40][CH:41]1[CH2:45][O:44][C:43](=[O:46])[NH:42]1. The catalyst class is: 3.